Dataset: Full USPTO retrosynthesis dataset with 1.9M reactions from patents (1976-2016). Task: Predict the reactants needed to synthesize the given product. (1) Given the product [CH2:1]([O:8][C:9]1[N:10]=[N:11][C:12]([C:23]2([C:26]3[CH:31]=[CH:30][C:29]([F:92])=[CH:28][CH:27]=3)[CH2:24][CH2:25]2)=[CH:13][C:14]=1[O:15][CH2:16][C:17]1[CH:18]=[CH:19][CH:20]=[CH:21][CH:22]=1)[C:2]1[CH:3]=[CH:4][CH:5]=[CH:6][CH:7]=1, predict the reactants needed to synthesize it. The reactants are: [CH2:1]([O:8][C:9]1[N:10]=[N:11][C:12]([C:23]2([C:26]3[CH:31]=[CH:30][CH:29]=[CH:28][CH:27]=3)[CH2:25][CH2:24]2)=[CH:13][C:14]=1[O:15][CH2:16][C:17]1[CH:22]=[CH:21][CH:20]=[CH:19][CH:18]=1)[C:2]1[CH:7]=[CH:6][CH:5]=[CH:4][CH:3]=1.C(OC1N=NC(C(C2C=CC=CC=2)=C)=CC=1OCC1C=CC=CC=1)C1C=CC=CC=1.C(OC1N=NC(C(C2C=CC([F:92])=CC=2)=C)=CC=1OCC1C=CC=CC=1)C1C=CC=CC=1. (2) Given the product [ClH:51].[ClH:51].[O:38]1[C:47]2[CH:46]=[C:45]([CH2:48][NH:22][CH2:21][C@@H:18]3[CH2:19][CH2:20][N:16]([CH2:15][C@H:14]4[N:9]5[C:10]6[C:11](=[C:2]([F:1])[CH:3]=[N:4][C:5]=6[CH:6]=[CH:7][C:8]5=[O:30])[O:12][CH2:13]4)[CH2:17]3)[N:44]=[CH:43][C:42]=2[O:41][CH2:40][CH2:39]1, predict the reactants needed to synthesize it. The reactants are: [F:1][C:2]1[CH:3]=[N:4][C:5]2[CH:6]=[CH:7][C:8](=[O:30])[N:9]3[C@H:14]([CH2:15][N:16]4[CH2:20][CH2:19][C@@H:18]([CH2:21][NH:22]C(=O)OC(C)(C)C)[CH2:17]4)[CH2:13][O:12][C:11]=1[C:10]=23.FC(F)(F)C(O)=O.[O:38]1[C:47]2[CH:46]=[C:45]([CH:48]=O)[N:44]=[CH:43][C:42]=2[O:41][CH2:40][CH2:39]1.C(Cl)[Cl:51]. (3) The reactants are: [C:1]([NH:4][CH:5]1[CH2:14][CH2:13][C:12]2[C:7](=[C:8]([NH2:17])[CH:9]=[C:10]([F:16])[C:11]=2[CH3:15])[C:6]1=O)(=[O:3])[CH3:2].[CH2:19]([C@:21]1([OH:37])[C:33]2[CH:32]=[C:31]3[N:27]([CH2:28][CH2:29][C:30]3=O)[C:26](=[O:35])[C:25]=2[CH2:24][O:23][C:22]1=[O:36])[CH3:20].C1(C)C=CC(S([O-])(=O)=O)=CC=1.[NH+]1C=CC=CC=1. Given the product [C:1]([NH:4][CH:5]1[C:6]2=[C:29]3[CH2:28][N:27]4[C:31](=[CH:32][C:33]5[C@:21]([CH2:19][CH3:20])([OH:37])[C:22](=[O:36])[O:23][CH2:24][C:25]=5[C:26]4=[O:35])[C:30]3=[N:17][C:8]3[CH:9]=[C:10]([F:16])[C:11]([CH3:15])=[C:12]([C:7]=32)[CH2:13][CH2:14]1)(=[O:3])[CH3:2], predict the reactants needed to synthesize it. (4) Given the product [F:1][C:2]1[CH:7]=[CH:6][C:5]([F:8])=[CH:4][C:3]=1[CH:9]1[CH2:13][CH2:12][CH2:11][N:10]1[C:14]1[CH:19]=[CH:18][N:17]2[N:20]=[CH:21][C:22]([C:23]3[S:40][C:27]([CH2:28][CH3:29])=[N:26][N:25]=3)=[C:16]2[N:15]=1, predict the reactants needed to synthesize it. The reactants are: [F:1][C:2]1[CH:7]=[CH:6][C:5]([F:8])=[CH:4][C:3]=1[CH:9]1[CH2:13][CH2:12][CH2:11][N:10]1[C:14]1[CH:19]=[CH:18][N:17]2[N:20]=[CH:21][C:22]([C:23]([NH:25][NH:26][C:27](=O)[CH2:28][CH3:29])=O)=[C:16]2[N:15]=1.COC1C=CC(P2(SP(C3C=CC(OC)=CC=3)(=S)S2)=[S:40])=CC=1. (5) Given the product [CH2:1]([O:8][C:9]([NH:11][C@H:12]1[CH2:16][CH2:17][CH2:18][N:19]([CH:20]2[CH2:21][CH2:22][N:23]([C:26]([O:28][C:29]([CH3:31])([CH3:32])[CH3:30])=[O:27])[CH2:24][CH2:25]2)[C:13]1=[O:14])=[O:10])[C:2]1[CH:7]=[CH:6][CH:5]=[CH:4][CH:3]=1, predict the reactants needed to synthesize it. The reactants are: [CH2:1]([O:8][C:9]([NH:11][C@@H:12]([CH2:16][CH2:17][CH2:18][NH:19][CH:20]1[CH2:25][CH2:24][N:23]([C:26]([O:28][C:29]([CH3:32])([CH3:31])[CH3:30])=[O:27])[CH2:22][CH2:21]1)[C:13](O)=[O:14])=[O:10])[C:2]1[CH:7]=[CH:6][CH:5]=[CH:4][CH:3]=1.CCN=C=NCCCN(C)C.C(N(C(C)C)C(C)C)C.